Dataset: Reaction yield outcomes from USPTO patents with 853,638 reactions. Task: Predict the reaction yield, written as a fraction of the theoretical maximum amount of product (1.0 means a 100% yield; for example, 0.34 means a 34% yield). The reactants are BrC1C=C2C(=CC=1)[N:8]=[C:7]([C:12]1[N:13]=[C:14]([C@@H:17]3[CH2:22][C@@H:21]4[C@@H:19]([CH2:20]4)[N:18]3[C:23]([O:25][C:26]([CH3:29])([CH3:28])[CH3:27])=[O:24])[NH:15][CH:16]=1)[CH:6]=[N:5]2.C([O-])([O-])=O.[K+].[K+].C1(P(C2CCCCC2)[C:43]2[CH:48]=[CH:47][CH:46]=[CH:45][C:44]=2[C:49]2[C:54](OC)=[CH:53][CH:52]=[CH:51][C:50]=2OC)CCCCC1.CC1(C)C(C)(C)OB(C2C=CC3[N:80]=[C:79]([C@@H:81]4[CH2:86][C@@H:85]5[C@@H:83]([CH2:84]5)[N:82]4[C:87]([O:89][C:90]([CH3:93])([CH3:92])[CH3:91])=[O:88])[NH:78]C=3C=2)O1. The catalyst is C1COCC1.O.CO.CC([O-])=O.CC([O-])=O.[Pd+2]. The product is [C:90]([O:89][C:87]([N:82]1[C@H:81]([C:79]2[NH:78][C:53]3[CH:54]=[C:49]([C:44]4[CH:43]=[C:48]5[C:47](=[CH:46][CH:45]=4)[N:8]=[C:7]([C:12]4[NH:13][C:14]([C@@H:17]6[CH2:22][C@@H:21]7[C@@H:19]([CH2:20]7)[N:18]6[C:23]([O:25][C:26]([CH3:29])([CH3:28])[CH3:27])=[O:24])=[N:15][CH:16]=4)[CH:6]=[N:5]5)[CH:50]=[CH:51][C:52]=3[N:80]=2)[CH2:86][C@@H:85]2[C@H:83]1[CH2:84]2)=[O:88])([CH3:93])([CH3:92])[CH3:91]. The yield is 0.330.